This data is from Reaction yield outcomes from USPTO patents with 853,638 reactions. The task is: Predict the reaction yield, written as a fraction of the theoretical maximum amount of product (1.0 means a 100% yield; for example, 0.34 means a 34% yield). The reactants are [CH3:1][N:2]1[CH2:6][C:5]([CH3:8])([CH3:7])[CH2:4][C@H:3]1[C:9]1[N:13]2[CH:14]=[C:15]([O:18][C@H:19]3[C:28]4[C:23](=[CH:24][CH:25]=[CH:26][CH:27]=4)[C@@H:22]([NH2:29])[CH2:21][CH2:20]3)[CH:16]=[CH:17][C:12]2=[N:11][N:10]=1.ClC(Cl)(Cl)C[O:33][C:34](=O)[NH:35][C:36]1[N:37]([C:45]2[CH:50]=[CH:49][C:48]([CH3:51])=[CH:47][CH:46]=2)[N:38]=[C:39]([C:41]([CH3:44])([CH3:43])[CH3:42])[CH:40]=1.CCN(C(C)C)C(C)C.N. The catalyst is CN(C=O)C.CO.C(Cl)Cl.C(OCC)C. The product is [C:41]([C:39]1[CH:40]=[C:36]([NH:35][C:34]([NH:29][C@@H:22]2[C:23]3[C:28](=[CH:27][CH:26]=[CH:25][CH:24]=3)[C@H:19]([O:18][C:15]3[CH:16]=[CH:17][C:12]4[N:13]([C:9]([C@@H:3]5[CH2:4][C:5]([CH3:8])([CH3:7])[CH2:6][N:2]5[CH3:1])=[N:10][N:11]=4)[CH:14]=3)[CH2:20][CH2:21]2)=[O:33])[N:37]([C:45]2[CH:50]=[CH:49][C:48]([CH3:51])=[CH:47][CH:46]=2)[N:38]=1)([CH3:44])([CH3:42])[CH3:43]. The yield is 0.680.